Dataset: Full USPTO retrosynthesis dataset with 1.9M reactions from patents (1976-2016). Task: Predict the reactants needed to synthesize the given product. (1) Given the product [F:16][C:12]1[CH:11]=[C:10]([C:3]2([C:7]([O:9][CH3:22])=[O:8])[CH2:4][CH2:5][CH2:6][CH2:2]2)[CH:15]=[CH:14][CH:13]=1, predict the reactants needed to synthesize it. The reactants are: C[CH:2]1[CH2:6][CH2:5][CH2:4][C:3]1([C:10]1[CH:15]=[CH:14][CH:13]=[C:12]([F:16])[CH:11]=1)[C:7]([OH:9])=[O:8].S(=O)(=O)(O)O.[C:22](=O)([O-])[O-].[Na+].[Na+]. (2) Given the product [Br:1][C:2]1[CH:3]=[CH:4][C:5]([NH:8][C:9](=[O:41])[C:10]2[CH:15]=[CH:14][C:13]([S:16][C:17]3[CH:18]=[CH:19][C:20]([N:23]([CH2:42][CH3:43])[CH2:24][CH2:25][CH3:26])=[CH:21][CH:22]=3)=[C:12]([NH:27][C:28]3[C:29]4[CH:37]=[CH:36][C:35]([CH:38]([CH3:40])[CH3:39])=[N:34][C:30]=4[N:31]=[CH:32][N:33]=3)[CH:11]=2)=[N:6][CH:7]=1, predict the reactants needed to synthesize it. The reactants are: [Br:1][C:2]1[CH:3]=[CH:4][C:5]([NH:8][C:9](=[O:41])[C:10]2[CH:15]=[CH:14][C:13]([S:16][C:17]3[CH:22]=[CH:21][C:20]([NH:23][CH2:24][CH2:25][CH3:26])=[CH:19][CH:18]=3)=[C:12]([NH:27][C:28]3[C:29]4[CH:37]=[CH:36][C:35]([CH:38]([CH3:40])[CH3:39])=[N:34][C:30]=4[N:31]=[CH:32][N:33]=3)[CH:11]=2)=[N:6][CH:7]=1.[C:42](O[BH-](OC(=O)C)OC(=O)C)(=O)[CH3:43].[Na+].C(=O)C.